From a dataset of Forward reaction prediction with 1.9M reactions from USPTO patents (1976-2016). Predict the product of the given reaction. (1) Given the reactants [Br:1][C:2]1[N:3]=[C:4]([C:22]2[CH:27]=[CH:26][C:25]([C:28]([F:31])([F:30])[F:29])=[CH:24][CH:23]=2)[N:5]([CH2:14][O:15][CH2:16][CH2:17][Si:18]([CH3:21])([CH3:20])[CH3:19])[C:6]=1[CH:7]1[NH:12][C:11]([Cl:13])=[N:10][CH:9]=[CH:8]1, predict the reaction product. The product is: [Br:1][C:2]1[N:3]=[C:4]([C:22]2[CH:23]=[CH:24][C:25]([C:28]([F:31])([F:29])[F:30])=[CH:26][CH:27]=2)[N:5]([CH2:14][O:15][CH2:16][CH2:17][Si:18]([CH3:21])([CH3:20])[CH3:19])[C:6]=1[C:7]1[CH:8]=[CH:9][N:10]=[C:11]([Cl:13])[N:12]=1. (2) Given the reactants [F:1][C:2]1[CH:3]=[CH:4][CH:5]=[C:6]2[C:11]=1[O:10][CH2:9][CH2:8][C:7]2=O.Cl.[NH2:14][OH:15].C([O-])(=O)C.[Na+], predict the reaction product. The product is: [F:1][C:2]1[CH:3]=[CH:4][CH:5]=[C:6]2[C:11]=1[O:10][CH2:9][CH2:8][C:7]2=[N:14][OH:15]. (3) Given the reactants [OH:1][C:2]([CH3:8])([CH3:7])[C:3]([O:5][CH3:6])=[O:4].[O:9]1[CH:14]=[CH:13][CH2:12][CH2:11][CH2:10]1.O, predict the reaction product. The product is: [CH3:7][C:2]([O:1][CH:10]1[CH2:11][CH2:12][CH2:13][CH2:14][O:9]1)([CH3:8])[C:3]([O:5][CH3:6])=[O:4]. (4) Given the reactants Br[C:2]1[C:3]([C:14]#[N:15])=[C:4]([CH3:13])[C:5]([OH:12])=[C:6]([CH:11]=1)[C:7]([O:9][CH3:10])=[O:8].[B:16]1([B:16]2[O:20][C:19]([CH3:22])([CH3:21])[C:18]([CH3:24])([CH3:23])[O:17]2)[O:20][C:19]([CH3:22])([CH3:21])[C:18]([CH3:24])([CH3:23])[O:17]1.C([O-])(=O)C.[K+].O, predict the reaction product. The product is: [C:14]([C:3]1[C:2]([B:16]2[O:20][C:19]([CH3:22])([CH3:21])[C:18]([CH3:24])([CH3:23])[O:17]2)=[CH:11][C:6]([C:7]([O:9][CH3:10])=[O:8])=[C:5]([OH:12])[C:4]=1[CH3:13])#[N:15]. (5) The product is: [CH:1]1([C:4]2[CH:5]=[C:6]([C:10]3[N:15]=[CH:14][C:13]4[CH:16]=[N:17][N:18]([C:19]5[CH:24]=[CH:23][CH:22]=[C:21]([N:26]6[CH2:27][CH2:28][NH:29][CH2:31][CH2:32]6)[N:20]=5)[C:12]=4[CH:11]=3)[CH:7]=[N:8][CH:9]=2)[CH2:3][CH2:2]1. Given the reactants [CH:1]1([C:4]2[CH:5]=[C:6]([C:10]3[N:15]=[CH:14][C:13]4[CH:16]=[N:17][N:18]([C:19]5[CH:24]=[CH:23][CH:22]=[C:21](F)[N:20]=5)[C:12]=4[CH:11]=3)[CH:7]=[N:8][CH:9]=2)[CH2:3][CH2:2]1.[NH:26]1[CH2:32][CH2:31]C[NH:29][CH2:28][CH2:27]1, predict the reaction product. (6) Given the reactants [F:1][C:2]1[CH:3]=[C:4]2[C:9](=[N:10][CH:11]=1)[N:8]([CH3:12])[C:7](=[O:13])[C:6]([C:14]([O:16]CC)=[O:15])=[CH:5]2.O.[OH-].[Li+], predict the reaction product. The product is: [F:1][C:2]1[CH:3]=[C:4]2[C:9](=[N:10][CH:11]=1)[N:8]([CH3:12])[C:7](=[O:13])[C:6]([C:14]([OH:16])=[O:15])=[CH:5]2. (7) Given the reactants C([O-])([O-])=O.[K+].[K+].[Cl:7][C:8]1[CH:9]=[N:10][NH:11][CH:12]=1.I[C:14]1[CH:19]=[CH:18][C:17]([O:20][CH3:21])=[CH:16][CH:15]=1.N1C2C(=CC=CC=2O)C=CC=1.[NH4+].[Cl-], predict the reaction product. The product is: [Cl:7][C:8]1[CH:9]=[N:10][N:11]([C:14]2[CH:19]=[CH:18][C:17]([O:20][CH3:21])=[CH:16][CH:15]=2)[CH:12]=1.